This data is from Full USPTO retrosynthesis dataset with 1.9M reactions from patents (1976-2016). The task is: Predict the reactants needed to synthesize the given product. (1) Given the product [CH2:7]([O:14][C:15]1[CH:24]=[C:23]([CH:25]2[CH2:28][CH2:27][CH2:26]2)[C:22]([Br:29])=[CH:21][C:16]=1[C:17]([O:19][CH3:20])=[O:18])[C:8]1[CH:9]=[CH:10][CH:11]=[CH:12][CH:13]=1, predict the reactants needed to synthesize it. The reactants are: C(=O)([O-])[O-].[Na+].[Na+].[CH2:7]([O:14][C:15]1[CH:24]=[C:23]([CH:25]2[CH2:28][CH2:27][CH2:26]2)[CH:22]=[CH:21][C:16]=1[C:17]([O:19][CH3:20])=[O:18])[C:8]1[CH:13]=[CH:12][CH:11]=[CH:10][CH:9]=1.[Br:29]Br.C(=O)(O)[O-].[Na+]. (2) Given the product [Cl:26][C:21]1[CH:22]=[CH:23][CH:24]=[CH:25][C:20]=1[C:17]1[S:18][CH:19]=[C:15]([CH2:14][O:13][C:10]2[CH:11]=[CH:12][C:7]([CH2:6][CH:5]([O:28][CH2:29][CH3:30])[C:4]([OH:31])=[O:3])=[C:8]([CH3:27])[CH:9]=2)[N:16]=1, predict the reactants needed to synthesize it. The reactants are: C([O:3][C:4](=[O:31])[CH:5]([O:28][CH2:29][CH3:30])[CH2:6][C:7]1[CH:12]=[CH:11][C:10]([O:13][CH2:14][C:15]2[N:16]=[C:17]([C:20]3[CH:25]=[CH:24][CH:23]=[CH:22][C:21]=3[Cl:26])[S:18][CH:19]=2)=[CH:9][C:8]=1[CH3:27])C.[Li+].[OH-]. (3) Given the product [C:12]([O:11][C:9]([NH:16][C@@H:17]([CH3:43])[CH2:18][NH:19][C:20]1[N:21]([CH2:39][C:40]#[C:41][CH3:42])[C:22]2[C:27](=[O:28])[N:26]([CH2:29][C:30]3[CH:35]=[CH:34][CH:33]=[CH:32][C:31]=3[C:36]#[N:37])[N:25]=[CH:24][C:23]=2[N:38]=1)=[O:10])([CH3:13])([CH3:14])[CH3:15], predict the reactants needed to synthesize it. The reactants are: [C:9](O[C:9]([O:11][C:12]([CH3:15])([CH3:14])[CH3:13])=[O:10])(=[O:10])[O:11][C:12]([CH3:15])([CH3:14])[CH3:13].[NH2:16][C@@H:17]([CH3:43])[CH2:18][NH:19][C:20]1[N:21]([CH2:39][C:40]#[C:41][CH3:42])[C:22]2[C:27](=[O:28])[N:26]([CH2:29][C:30]3[CH:35]=[CH:34][CH:33]=[CH:32][C:31]=3[C:36]#[N:37])[N:25]=[CH:24][C:23]=2[N:38]=1.C(N(CC)CC)C.